From a dataset of Forward reaction prediction with 1.9M reactions from USPTO patents (1976-2016). Predict the product of the given reaction. Given the reactants C([O:5][C:6]([C:8]1[CH:9]=[C:10]([C:43]2[CH:48]=[CH:47][CH:46]=[C:45]([F:49])[CH:44]=2)[CH:11]=[C:12]([O:14][CH2:15][CH2:16][CH2:17][CH2:18][CH2:19][CH2:20][C:21]2[CH:26]=[CH:25][CH:24]=[C:23]([O:27][CH2:28][CH2:29][CH2:30][C:31]([O:33][CH2:34][CH3:35])=[O:32])[C:22]=2[CH2:36][CH2:37][C:38]([O:40][CH2:41][CH3:42])=[O:39])[CH:13]=1)=[O:7])(C)(C)C, predict the reaction product. The product is: [CH2:41]([O:40][C:38]([CH2:37][CH2:36][C:22]1[C:23]([O:27][CH2:28][CH2:29][CH2:30][C:31]([O:33][CH2:34][CH3:35])=[O:32])=[CH:24][CH:25]=[CH:26][C:21]=1[CH2:20][CH2:19][CH2:18][CH2:17][CH2:16][CH2:15][O:14][C:12]1[CH:13]=[C:8]([C:6]([OH:7])=[O:5])[CH:9]=[C:10]([C:43]2[CH:48]=[CH:47][CH:46]=[C:45]([F:49])[CH:44]=2)[CH:11]=1)=[O:39])[CH3:42].